From a dataset of TCR-epitope binding with 47,182 pairs between 192 epitopes and 23,139 TCRs. Binary Classification. Given a T-cell receptor sequence (or CDR3 region) and an epitope sequence, predict whether binding occurs between them. (1) The epitope is TLIGDCATV. The TCR CDR3 sequence is CASSFDSSRVYEQYF. Result: 1 (the TCR binds to the epitope). (2) The epitope is VTIAEILLI. The TCR CDR3 sequence is CASSDTGTHIYEQYF. Result: 0 (the TCR does not bind to the epitope). (3) The epitope is TLVPQEHYV. The TCR CDR3 sequence is CASSEGQTNYGYTF. Result: 1 (the TCR binds to the epitope). (4) The epitope is NEGVKAAW. The TCR CDR3 sequence is CASSARDRGIGGYTF. Result: 0 (the TCR does not bind to the epitope). (5) The epitope is KLNVGDYFV. The TCR CDR3 sequence is CSAPEGNYNEQFF. Result: 1 (the TCR binds to the epitope). (6) The epitope is RLYYDSMSY. The TCR CDR3 sequence is CASSAPGQETQYF. Result: 0 (the TCR does not bind to the epitope). (7) The epitope is TAFTIPSI. The TCR CDR3 sequence is CASSYARNQPQHF. Result: 0 (the TCR does not bind to the epitope).